Dataset: NCI-60 drug combinations with 297,098 pairs across 59 cell lines. Task: Regression. Given two drug SMILES strings and cell line genomic features, predict the synergy score measuring deviation from expected non-interaction effect. Drug 1: C1=NC2=C(N1)C(=S)N=C(N2)N. Drug 2: CN1C(=O)N2C=NC(=C2N=N1)C(=O)N. Cell line: SW-620. Synergy scores: CSS=13.6, Synergy_ZIP=-2.32, Synergy_Bliss=-3.87, Synergy_Loewe=-6.29, Synergy_HSA=-2.63.